Predict the reaction yield, written as a fraction of the theoretical maximum amount of product (1.0 means a 100% yield; for example, 0.34 means a 34% yield). From a dataset of Reaction yield outcomes from USPTO patents with 853,638 reactions. (1) The reactants are C([O:3][C:4](=O)[CH2:5][N:6]([CH2:17][C:18]1[C:19]([NH2:25])=[N:20][CH:21]=[C:22]([Br:24])[CH:23]=1)[CH2:7][CH2:8][CH2:9][N:10]1[CH2:15][CH2:14][N:13]([CH3:16])[CH2:12][CH2:11]1)C.[H-].[Na+]. The catalyst is CS(C)=O.O. The product is [Br:24][C:22]1[CH:21]=[N:20][C:19]2[NH:25][C:4](=[O:3])[CH2:5][N:6]([CH2:7][CH2:8][CH2:9][N:10]3[CH2:15][CH2:14][N:13]([CH3:16])[CH2:12][CH2:11]3)[CH2:17][C:18]=2[CH:23]=1. The yield is 0.510. (2) The reactants are [CH3:1][S:2]([C:5]1[CH:10]=[CH:9][C:8]([C:11]2[CH:20]=[CH:19][C:18]3[C:13](=[CH:14][CH:15]=[C:16]([O:21][CH3:22])[CH:17]=3)[C:12]=2[O:23][C:24]2[CH:29]=[CH:28][C:27]([N+:30]([O-])=O)=[CH:26][CH:25]=2)=[CH:7][CH:6]=1)(=[O:4])=[O:3].C([O-])=O.[NH4+]. The catalyst is [OH-].[OH-].[Pd+2].C(O)C. The product is [CH3:1][S:2]([C:5]1[CH:6]=[CH:7][C:8]([C:11]2[CH:20]=[CH:19][C:18]3[C:13](=[CH:14][CH:15]=[C:16]([O:21][CH3:22])[CH:17]=3)[C:12]=2[O:23][C:24]2[CH:25]=[CH:26][C:27]([NH2:30])=[CH:28][CH:29]=2)=[CH:9][CH:10]=1)(=[O:3])=[O:4]. The yield is 0.750. (3) The reactants are CN.CO.[S:5]1[CH:9]=[C:8]([CH:10]=O)[C:7]2[CH:12]=[CH:13][CH:14]=[CH:15][C:6]1=2.CC(O)=O.[BH3-][C:21]#[N:22].[Na+]. No catalyst specified. The product is [CH3:21][NH:22][CH2:10][C:8]1[C:7]2[CH:12]=[CH:13][CH:14]=[CH:15][C:6]=2[S:5][CH:9]=1. The yield is 0.480. (4) The reactants are [CH3:1][NH:2][CH2:3][CH2:4][CH2:5][CH2:6][C:7]([OH:9])=[O:8].[CH3:10]O.[ClH:12]. No catalyst specified. The product is [ClH:12].[CH3:1][NH:2][CH2:3][CH2:4][CH2:5][CH2:6][C:7]([O:9][CH3:10])=[O:8]. The yield is 1.00. (5) The reactants are NCCNC(=O)[CH2:6][CH2:7][C:8]1[CH:13]=[CH:12][C:11]([O:14][CH2:15][C@@H:16]([OH:22])[CH2:17][NH:18][CH:19]([CH3:21])[CH3:20])=[CH:10][CH:9]=1.[Cl:24][C:25]1[CH:26]=[C:27]([C:49]2[CH2:50][CH2:51][C:52](=[O:55])[NH:53][N:54]=2)[CH:28]=[CH:29][C:30]=1[O:31][CH2:32][CH2:33][CH2:34][O:35]CCC1C=CC(OC[C@@H]2CO2)=CC=1.C(OC(=O)NCCNC(=O)CC1C=CC(OC[C@@H]2CO2)=CC=1)(C)(C)C. No catalyst specified. The product is [Cl:24][C:25]1[CH:26]=[C:27]([C:49]2[CH2:50][CH2:51][C:52](=[O:55])[NH:53][N:54]=2)[CH:28]=[CH:29][C:30]=1[O:31][CH2:32][CH2:33][CH2:34][O:35][CH2:6][CH2:7][C:8]1[CH:9]=[CH:10][C:11]([O:14][CH2:15][C@@H:16]([OH:22])[CH2:17][NH:18][CH:19]([CH3:20])[CH3:21])=[CH:12][CH:13]=1. The yield is 0.190. (6) The reactants are [Br:1][C:2]1[CH:7]=[CH:6][C:5]([OH:8])=[CH:4][CH:3]=1.Cl[CH2:10][CH2:11][N:12]1[CH2:17][CH2:16][O:15][CH2:14][CH2:13]1.Cl.C([O-])([O-])=O.[K+].[K+]. The catalyst is C(#N)C.CCOCC. The product is [Br:1][C:2]1[CH:7]=[CH:6][C:5]([O:8][CH2:10][CH2:11][N:12]2[CH2:17][CH2:16][O:15][CH2:14][CH2:13]2)=[CH:4][CH:3]=1. The yield is 1.00. (7) The reactants are [Si]([O:8][C@H:9]1[CH2:13][C:12](=[O:14])[N:11]([C:15]2[CH:22]=[CH:21][C:18]([C:19]#[N:20])=[C:17]([C:23]([F:26])([F:25])[F:24])[CH:16]=2)[C@H:10]1[CH3:27])(C(C)(C)C)(C)C.[F-].C([N+](CCCC)(CCCC)CCCC)CCC.C1COCC1.O. The catalyst is C1COCC1. The product is [OH:8][C@H:9]1[CH2:13][C:12](=[O:14])[N:11]([C:15]2[CH:22]=[CH:21][C:18]([C:19]#[N:20])=[C:17]([C:23]([F:26])([F:24])[F:25])[CH:16]=2)[C@H:10]1[CH3:27]. The yield is 0.350.